Dataset: Full USPTO retrosynthesis dataset with 1.9M reactions from patents (1976-2016). Task: Predict the reactants needed to synthesize the given product. (1) The reactants are: [C:1]([O:5][C:6]([NH:8][CH:9]([C:14]1[CH:18]=[CH:17][S:16][CH:15]=1)[CH2:10][C:11](O)=[O:12])=[O:7])([CH3:4])([CH3:3])[CH3:2].B.C1COCC1. Given the product [OH:12][CH2:11][CH2:10][CH:9]([NH:8][C:6](=[O:7])[O:5][C:1]([CH3:3])([CH3:2])[CH3:4])[C:14]1[CH:18]=[CH:17][S:16][CH:15]=1, predict the reactants needed to synthesize it. (2) Given the product [CH2:18]([NH:26][CH2:1][C:3]1[CH:4]=[CH:5][C:6]([C:9]2[CH:10]=[C:11]([CH:15]=[CH:16][CH:17]=2)[C:12]([NH2:14])=[O:13])=[N:7][CH:8]=1)[CH2:19][C:20]1[CH:25]=[CH:24][CH:23]=[CH:22][CH:21]=1, predict the reactants needed to synthesize it. The reactants are: [CH:1]([C:3]1[CH:4]=[CH:5][C:6]([C:9]2[CH:10]=[C:11]([CH:15]=[CH:16][CH:17]=2)[C:12]([NH2:14])=[O:13])=[N:7][CH:8]=1)=O.[CH2:18]([NH2:26])[CH2:19][C:20]1[CH:25]=[CH:24][CH:23]=[CH:22][CH:21]=1.[BH4-].[Na+].O. (3) Given the product [C:11]([O:15][C:16](=[O:35])[NH:17][CH:18]([C:22](=[O:34])[NH:23][C:24]1[N:25]=[CH:26][N:27]([C:29]([CH3:33])([CH3:32])[CH:30]=[O:31])[CH:28]=1)[CH2:19][CH2:20][CH3:21])([CH3:12])([CH3:13])[CH3:14], predict the reactants needed to synthesize it. The reactants are: C(Cl)(=O)C(Cl)=O.CS(C)=O.[C:11]([O:15][C:16](=[O:35])[NH:17][CH:18]([C:22](=[O:34])[NH:23][C:24]1[N:25]=[CH:26][N:27]([C:29]([CH3:33])([CH3:32])[CH2:30][OH:31])[CH:28]=1)[CH2:19][CH2:20][CH3:21])([CH3:14])([CH3:13])[CH3:12].C(N(CC)CC)C. (4) The reactants are: [CH3:1][O:2][C:3]1[CH:11]=[C:10]([CH3:12])[C:6]([C:7](Cl)=[O:8])=[CH:5][N:4]=1.[OH-].[NH4+:14]. Given the product [CH3:1][O:2][C:3]1[CH:11]=[C:10]([CH3:12])[C:6]([C:7]([NH2:14])=[O:8])=[CH:5][N:4]=1, predict the reactants needed to synthesize it. (5) Given the product [OH:1][C:2]1([CH2:12][NH:13][C:14]([C:16]2[C:17]3[CH:18]=[CH:19][C:20]([N:41]4[CH2:42][CH2:43][C@@H:39]([N:38]([CH3:44])[CH3:37])[CH2:40]4)=[N:21][C:22]=3[CH:23]=[CH:24][C:25]=2[Cl:26])=[O:15])[CH2:7][CH2:6][CH2:5][CH:4]([C:8]([F:9])([F:10])[F:11])[CH2:3]1, predict the reactants needed to synthesize it. The reactants are: [OH:1][C:2]1([CH2:12][NH:13][C:14]([C:16]2[C:17]3[CH:18]=[CH:19][C:20](Cl)=[N:21][C:22]=3[CH:23]=[CH:24][C:25]=2[Cl:26])=[O:15])[CH2:7][CH2:6][CH2:5][CH:4]([C:8]([F:11])([F:10])[F:9])[CH2:3]1.CCN(C(C)C)C(C)C.[CH3:37][N:38]([CH3:44])[C@@H:39]1[CH2:43][CH2:42][NH:41][CH2:40]1. (6) The reactants are: [OH:1][CH2:2][CH:3]([N:8]([S:19]([C:22]1[CH:27]=[CH:26][C:25]([O:28][CH3:29])=[CH:24][CH:23]=1)(=[O:21])=[O:20])[CH2:9][C:10]1[CH:15]=[CH:14][CH:13]=[CH:12][C:11]=1[N+:16]([O-])=O)[C:4]([O:6][CH3:7])=[O:5].C([O-])=O.[NH4+].C(OCC)(=O)C. Given the product [NH2:16][C:11]1[CH:12]=[CH:13][CH:14]=[CH:15][C:10]=1[CH2:9][N:8]([S:19]([C:22]1[CH:23]=[CH:24][C:25]([O:28][CH3:29])=[CH:26][CH:27]=1)(=[O:21])=[O:20])[CH:3]([CH2:2][OH:1])[C:4]([O:6][CH3:7])=[O:5], predict the reactants needed to synthesize it. (7) Given the product [Cl:1][C:2]1[CH:7]=[CH:6][C:5]([C@H:8]2[CH2:12][CH2:11][C@H:10]([C:13]3[CH:18]=[CH:17][C:16]([Cl:19])=[C:15]([N+:20]([O-:22])=[O:21])[CH:14]=3)[N:9]2[C:23]2[CH:24]=[C:25]([C:41]3[CH:42]=[CH:43][C:44]([N:47]4[CH2:48][CH2:49][O:50][CH2:51][CH2:52]4)=[N:45][CH:46]=3)[CH:26]=[CH:27][CH:28]=2)=[CH:4][C:3]=1[N+:30]([O-:32])=[O:31], predict the reactants needed to synthesize it. The reactants are: [Cl:1][C:2]1[CH:7]=[CH:6][C:5]([C@H:8]2[CH2:12][CH2:11][C@H:10]([C:13]3[CH:18]=[CH:17][C:16]([Cl:19])=[C:15]([N+:20]([O-:22])=[O:21])[CH:14]=3)[N:9]2[C:23]2[CH:28]=[CH:27][CH:26]=[C:25](I)[CH:24]=2)=[CH:4][C:3]=1[N+:30]([O-:32])=[O:31].CC1(C)C(C)(C)OB([C:41]2[CH:42]=[CH:43][C:44]([N:47]3[CH2:52][CH2:51][O:50][CH2:49][CH2:48]3)=[N:45][CH:46]=2)O1.P([O-])([O-])([O-])=O.[K+].[K+].[K+].O.